This data is from Reaction yield outcomes from USPTO patents with 853,638 reactions. The task is: Predict the reaction yield, written as a fraction of the theoretical maximum amount of product (1.0 means a 100% yield; for example, 0.34 means a 34% yield). The reactants are Br[C:2]1[CH:3]=[CH:4][C:5]2[O:14][CH2:13][CH2:12][C:11]3[S:10][C:9]([C:15]4[N:16]([CH:20]([CH3:22])[CH3:21])[N:17]=[CH:18][N:19]=4)=[N:8][C:7]=3[C:6]=2[CH:23]=1.[CH3:24][O:25][C:26]1[C:31](B(O)O)=[CH:30][CH:29]=[CH:28][N:27]=1. The catalyst is CN(C=O)C. The product is [CH:20]([N:16]1[C:15]([C:9]2[S:10][C:11]3[CH2:12][CH2:13][O:14][C:5]4[CH:4]=[CH:3][C:2]([C:31]5[C:26]([O:25][CH3:24])=[N:27][CH:28]=[CH:29][CH:30]=5)=[CH:23][C:6]=4[C:7]=3[N:8]=2)=[N:19][CH:18]=[N:17]1)([CH3:22])[CH3:21]. The yield is 0.600.